Dataset: Reaction yield outcomes from USPTO patents with 853,638 reactions. Task: Predict the reaction yield, written as a fraction of the theoretical maximum amount of product (1.0 means a 100% yield; for example, 0.34 means a 34% yield). The reactants are [CH3:1][N:2]1[CH:6]=[C:5]([C:7]2[C:15]3[CH:14]=[C:13]([C:16]4[CH:21]=[CH:20][CH:19]=[CH:18][CH:17]=4)[N:12]=[N:11][C:10]=3[N:9](S(C3C=CC=CC=3)(=O)=O)[CH:8]=2)[CH:4]=[N:3]1.[OH-].[Na+]. The yield is 0.400. The catalyst is C(O)C.CCOC(C)=O. The product is [CH3:1][N:2]1[CH:6]=[C:5]([C:7]2[C:15]3[CH:14]=[C:13]([C:16]4[CH:17]=[CH:18][CH:19]=[CH:20][CH:21]=4)[N:12]=[N:11][C:10]=3[NH:9][CH:8]=2)[CH:4]=[N:3]1.